Dataset: Reaction yield outcomes from USPTO patents with 853,638 reactions. Task: Predict the reaction yield, written as a fraction of the theoretical maximum amount of product (1.0 means a 100% yield; for example, 0.34 means a 34% yield). (1) The reactants are [F:1][C:2]1[C:7]([OH:8])=[CH:6][CH:5]=[C:4]([F:9])[C:3]=1[C:10]([NH2:12])=[O:11].[F:13][C:14]([F:27])([F:26])[C:15]1[CH:16]=[CH:17][C:18]2[S:22][C:21]([CH2:23]O)=[CH:20][C:19]=2[CH:25]=1. No catalyst specified. The product is [F:1][C:2]1[C:7]([O:8][CH2:23][C:21]2[S:22][C:18]3[CH:17]=[CH:16][C:15]([C:14]([F:26])([F:13])[F:27])=[CH:25][C:19]=3[CH:20]=2)=[CH:6][CH:5]=[C:4]([F:9])[C:3]=1[C:10]([NH2:12])=[O:11]. The yield is 0.0300. (2) The reactants are [CH3:1][C:2]1[CH:7]=[CH:6][C:5]([SH:8])=[CH:4][CH:3]=1.[H-].[Na+].[CH2:11]([O:13][C:14](=[O:17])[CH2:15]Br)[CH3:12]. The catalyst is C1COCC1. The product is [CH2:11]([O:13][C:14](=[O:17])[CH2:15][S:8][C:5]1[CH:6]=[CH:7][C:2]([CH3:1])=[CH:3][CH:4]=1)[CH3:12]. The yield is 0.990. (3) The reactants are NC1C=C(C)C=CC=1[C:4](O)=[O:5].[NH2:12][C:13]1[CH:18]=[C:17]([CH3:19])[CH:16]=[CH:15][C:14]=1[C:20]([C:22]1[CH:27]=[CH:26][CH:25]=[CH:24][C:23]=1[O:28][CH3:29])=[O:21].[NH2:30][C:31]1[S:32][CH:33]=[CH:34][N:35]=1. No catalyst specified. The product is [NH2:12][C:13]1[CH:18]=[C:17]([CH3:19])[CH:16]=[CH:15][C:14]=1[C:20]([C:22]1[CH:27]=[CH:26][CH:25]=[CH:24][C:23]=1[O:28][CH3:29])=[O:21].[CH3:29][O:28][C:23]1[CH:24]=[CH:25][CH:26]=[CH:27][C:22]=1[C:20]([C:14]1[CH:15]=[CH:16][C:17]([CH3:19])=[CH:18][C:13]=1[NH:12][C:4]([NH:30][C:31]1[S:32][CH:33]=[CH:34][N:35]=1)=[O:5])=[O:21]. The yield is 0.300. (4) The reactants are [NH2:1][C:2]1[C:3]([O:8][CH3:9])=[N:4][CH:5]=[CH:6][CH:7]=1.[N:10]([O-])=O.[Na+].O.O.Cl[Sn]Cl.[OH-].[K+]. The catalyst is Cl.O. The product is [NH:1]([C:2]1[C:3]([O:8][CH3:9])=[N:4][CH:5]=[CH:6][CH:7]=1)[NH2:10]. The yield is 0.840. (5) The reactants are [Br:1][C:2]1[CH:10]=[C:9]2[C:5]([CH2:6][C:7]3([CH2:27][CH2:26][CH:25]([O:28][CH3:29])[CH2:24][CH2:23]3)[C:8]2([NH:16]S(C(C)(C)C)=O)[C:11]([O:13][CH2:14][CH3:15])=[O:12])=[CH:4][CH:3]=1.C([O-])([O-])=O.[K+].[K+].CI. The catalyst is CC#N. The product is [NH2:16][C:8]1([C:11]([O:13][CH2:14][CH3:15])=[O:12])[C:9]2[C:5](=[CH:4][CH:3]=[C:2]([Br:1])[CH:10]=2)[CH2:6][C:7]21[CH2:23][CH2:24][CH:25]([O:28][CH3:29])[CH2:26][CH2:27]2. The yield is 0.500. (6) The reactants are [CH3:1][O:2][C:3](=[O:6])[CH2:4][NH2:5].[OH:7][C:8]1[CH:15]=[CH:14][CH:13]=[CH:12][C:9]=1[CH:10]=O. No catalyst specified. The product is [OH:7][C:8]1[CH:15]=[CH:14][CH:13]=[CH:12][C:9]=1[CH2:10][NH:5][CH2:4][C:3]([O:2][CH3:1])=[O:6]. The yield is 0.400.